Dataset: Peptide-MHC class II binding affinity with 134,281 pairs from IEDB. Task: Regression. Given a peptide amino acid sequence and an MHC pseudo amino acid sequence, predict their binding affinity value. This is MHC class II binding data. (1) The peptide sequence is ELLKTVRLIKFLYQSNP. The MHC is DRB1_0301 with pseudo-sequence DRB1_0301. The binding affinity (normalized) is 0.460. (2) The binding affinity (normalized) is 0.594. The MHC is DRB3_0202 with pseudo-sequence DRB3_0202. The peptide sequence is PIVKDASIQVVSAIR. (3) The peptide sequence is PFLFCNVNDVCNFASR. The MHC is DRB5_0101 with pseudo-sequence DRB5_0101. The binding affinity (normalized) is 0.158.